This data is from Full USPTO retrosynthesis dataset with 1.9M reactions from patents (1976-2016). The task is: Predict the reactants needed to synthesize the given product. (1) Given the product [CH3:27][N:15]1[C:16]([C:23]([F:24])([F:25])[F:26])=[CH:17][C:18](=[O:20])[N:9]([C:6]2[CH:7]=[CH:8][C:3]([O:2][CH3:1])=[CH:4][CH:5]=2)[C:10]1=[O:11], predict the reactants needed to synthesize it. The reactants are: [CH3:1][O:2][C:3]1[CH:8]=[CH:7][C:6]([NH:9][C:10](=O)[O:11]CC)=[CH:5][CH:4]=1.[NH2:15][C:16]([C:23]([F:26])([F:25])[F:24])=[CH:17][C:18]([O:20]CC)=O.[C:27](=O)([O-])[O-].[K+].[K+]. (2) The reactants are: [BH4-].[Na+].[C:3]([NH:6][C:7]1[C:8](=[O:20])[O:9][C:10]2[C:15]([CH:16]=1)=[CH:14][C:13]([N+:17]([O-])=O)=[CH:12][CH:11]=2)(=[O:5])[CH3:4]. Given the product [C:3]([NH:6][C:7]1[C:8](=[O:20])[O:9][C:10]2[C:15]([CH:16]=1)=[CH:14][C:13]([NH2:17])=[CH:12][CH:11]=2)(=[O:5])[CH3:4], predict the reactants needed to synthesize it.